The task is: Predict the reaction yield, written as a fraction of the theoretical maximum amount of product (1.0 means a 100% yield; for example, 0.34 means a 34% yield).. This data is from Reaction yield outcomes from USPTO patents with 853,638 reactions. The reactants are [NH2:1][CH2:2][C@H:3]([OH:23])[CH2:4][N:5]1[CH2:9][C@@H:8]([C:10]2[C:19]3[C:14](=[CH:15][CH:16]=[C:17]([O:20][CH3:21])[N:18]=3)[N:13]=[CH:12][CH:11]=2)[O:7][C:6]1=[O:22].[O:24]=[C:25]1[CH2:30][S:29][C:28]2[CH:31]=[CH:32][C:33]([CH:35]=O)=[N:34][C:27]=2[NH:26]1.[BH4-].[Na+]. The catalyst is C(Cl)Cl.CO.C(Cl)(Cl)Cl. The product is [OH:23][C@H:3]([CH2:4][N:5]1[CH2:9][C@@H:8]([C:10]2[C:19]3[C:14](=[CH:15][CH:16]=[C:17]([O:20][CH3:21])[N:18]=3)[N:13]=[CH:12][CH:11]=2)[O:7][C:6]1=[O:22])[CH2:2][NH:1][CH2:35][C:33]1[CH:32]=[CH:31][C:28]2[S:29][CH2:30][C:25](=[O:24])[NH:26][C:27]=2[N:34]=1. The yield is 0.760.